From a dataset of Forward reaction prediction with 1.9M reactions from USPTO patents (1976-2016). Predict the product of the given reaction. (1) Given the reactants [C:1]([OH:12])(=O)[CH2:2][CH2:3][CH2:4][CH:5]=[CH:6][CH2:7][CH2:8][CH2:9][CH3:10].[C:13]([O-])(=[O:23])[CH2:14]CCC=CCCCC, predict the reaction product. The product is: [C:13]([O:12][CH2:1][CH2:2][CH2:3][CH2:4][CH:5]=[CH:6][CH2:7][CH2:8][CH2:9][CH3:10])(=[O:23])[CH3:14]. (2) The product is: [C:26]([C:28]1[CH:33]=[C:32]([C:34]([F:37])([F:36])[F:35])[CH:31]=[CH:30][C:29]=1[N:38]1[CH2:43][CH2:42][O:41][C:40]2[CH:44]=[C:45]([S:49]([NH:8][C:9]3[S:10][CH:11]=[CH:12][N:13]=3)(=[O:51])=[O:50])[C:46]([F:48])=[CH:47][C:39]1=2)#[N:27]. Given the reactants COC1C=CC(C[NH:8][C:9]2[S:10][CH:11]=[CH:12][N:13]=2)=CC=1.C[Si]([N-][Si](C)(C)C)(C)C.[Li+].[C:26]([C:28]1[CH:33]=[C:32]([C:34]([F:37])([F:36])[F:35])[CH:31]=[CH:30][C:29]=1[N:38]1[CH2:43][CH2:42][O:41][C:40]2[CH:44]=[C:45]([S:49](Cl)(=[O:51])=[O:50])[C:46]([F:48])=[CH:47][C:39]1=2)#[N:27], predict the reaction product. (3) Given the reactants [CH:1]([O:4][C:5]1[CH:6]=[C:7]([CH:20]=[C:21]([C:23](=[O:30])[NH:24][C:25]2[CH:29]=[CH:28][NH:27][N:26]=2)[CH:22]=1)[O:8][C:9]1[CH:10]=[CH:11][C:12]([C:15]([O:17]CC)=[O:16])=[N:13][CH:14]=1)([CH3:3])[CH3:2].CO.[OH-].[Na+].Cl, predict the reaction product. The product is: [CH:1]([O:4][C:5]1[CH:6]=[C:7]([CH:20]=[C:21]([C:23](=[O:30])[NH:24][C:25]2[CH:29]=[CH:28][NH:27][N:26]=2)[CH:22]=1)[O:8][C:9]1[CH:10]=[CH:11][C:12]([C:15]([OH:17])=[O:16])=[N:13][CH:14]=1)([CH3:3])[CH3:2]. (4) The product is: [F:6][C:7]1[C:12]([N+:18]([O-:20])=[O:19])=[CH:11][C:10]([C:13](=[O:15])[CH3:14])=[C:9]([O:16][CH3:17])[CH:8]=1. Given the reactants S(=O)(=O)(O)O.[F:6][C:7]1[CH:12]=[CH:11][C:10]([C:13](=[O:15])[CH3:14])=[C:9]([O:16][CH3:17])[CH:8]=1.[N+:18]([O-])([O-:20])=[O:19].[K+], predict the reaction product. (5) Given the reactants [N+:1]([C:4]1[CH:9]=[CH:8][C:7]([N:10]2[CH2:15][CH2:14][O:13][CH2:12][C:11]2=[O:16])=[C:6]([F:17])[CH:5]=1)([O-])=O, predict the reaction product. The product is: [NH2:1][C:4]1[CH:9]=[CH:8][C:7]([N:10]2[CH2:15][CH2:14][O:13][CH2:12][C:11]2=[O:16])=[C:6]([F:17])[CH:5]=1. (6) Given the reactants [NH2:1][C:2]1[NH:6][N:5]=[CH:4][C:3]=1[C:7]([O:9][CH2:10][CH3:11])=[O:8].[Cl:12][C:13]1[CH:18]=[CH:17][C:16]([C:19](=O)[CH2:20][C:21](OCC)=[O:22])=[CH:15][C:14]=1[O:27][CH3:28], predict the reaction product. The product is: [Cl:12][C:13]1[CH:18]=[CH:17][C:16]([C:19]2[NH:1][C:2]3[N:6]([N:5]=[CH:4][C:3]=3[C:7]([O:9][CH2:10][CH3:11])=[O:8])[C:21](=[O:22])[CH:20]=2)=[CH:15][C:14]=1[O:27][CH3:28]. (7) Given the reactants [F:1][C:2]1[C:22]([OH:23])=[CH:21][CH:20]=[CH:19][C:3]=1[O:4][C:5]1[CH2:9][N:8]([C@@H:10]([CH2:14][CH:15]([CH3:17])[CH3:16])[C:11]([OH:13])=O)[C:7](=[O:18])[CH:6]=1.[CH3:24][N:25]1[CH:29]=[CH:28][C:27]([NH2:30])=[N:26]1.F[P-](F)(F)(F)(F)F.N1(O[P+](N(C)C)(N(C)C)N(C)C)C2C=CC=CC=2N=N1.C(N(CC)C(C)C)(C)C, predict the reaction product. The product is: [CH3:24][N:25]1[CH:29]=[CH:28][C:27]([NH:30][C:11](=[O:13])[C@@H:10]([N:8]2[CH2:9][C:5]([O:4][C:3]3[CH:19]=[CH:20][CH:21]=[C:22]([OH:23])[C:2]=3[F:1])=[CH:6][C:7]2=[O:18])[CH2:14][CH:15]([CH3:17])[CH3:16])=[N:26]1. (8) The product is: [NH2:8][C@@H:9]([CH2:14][C:15]1[CH:16]=[C:17]2[C:22](=[CH:23][CH:24]=1)[NH:21][CH2:20][CH2:19][CH2:18]2)[C:10]([O:12][CH3:13])=[O:11]. Given the reactants C(OC([NH:8][C@@H:9]([CH2:14][C:15]1[CH:16]=[C:17]2[C:22](=[CH:23][CH:24]=1)[NH:21][CH2:20][CH2:19][CH2:18]2)[C:10]([O:12][CH3:13])=[O:11])=O)(C)(C)C.FC(F)(F)C(O)=O, predict the reaction product.